Dataset: Peptide-MHC class II binding affinity with 134,281 pairs from IEDB. Task: Regression. Given a peptide amino acid sequence and an MHC pseudo amino acid sequence, predict their binding affinity value. This is MHC class II binding data. (1) The peptide sequence is ENPVVHFFHNIVTPR. The MHC is DRB1_1501 with pseudo-sequence DRB1_1501. The binding affinity (normalized) is 0.830. (2) The peptide sequence is LDEVYNAAYNAADHA. The MHC is HLA-DPA10103-DPB10401 with pseudo-sequence HLA-DPA10103-DPB10401. The binding affinity (normalized) is 0.118.